This data is from Catalyst prediction with 721,799 reactions and 888 catalyst types from USPTO. The task is: Predict which catalyst facilitates the given reaction. (1) Reactant: [C:1]1([CH3:27])[CH:6]=[CH:5][C:4]([N:7]2[C:11]3=[N:12][CH:13]=[CH:14][CH:15]=[C:10]3[C:9](OS(C3C=CC(C)=CC=3)(=O)=O)=[N:8]2)=[CH:3][CH:2]=1.[CH:28]#[C:29][CH2:30][CH2:31][CH2:32][CH2:33][CH3:34]. Product: [C:28]([C:5]1[CH:6]=[C:1]([CH3:27])[CH:2]=[CH:3][C:4]=1[N:7]1[C:11]2=[N:12][CH:13]=[CH:14][CH:15]=[C:10]2[CH:9]=[N:8]1)#[C:29][CH2:30][CH2:31][CH2:32][CH2:33][CH3:34]. The catalyst class is: 194. (2) Reactant: [F:1][C:2]([CH3:30])([CH3:29])[CH2:3][N:4]1[CH2:9][CH2:8][CH:7]([CH:10]2[O:28][C:13]3=[CH:14][N:15]=[C:16]([C:18]4[CH2:19][CH2:20][N:21]([S:24]([CH3:27])(=[O:26])=[O:25])[CH2:22][CH:23]=4)[CH:17]=[C:12]3[CH2:11]2)[CH2:6][CH2:5]1. Product: [F:1][C:2]([CH3:30])([CH3:29])[CH2:3][N:4]1[CH2:9][CH2:8][CH:7]([CH:10]2[O:28][C:13]3=[CH:14][N:15]=[C:16]([CH:18]4[CH2:23][CH2:22][N:21]([S:24]([CH3:27])(=[O:26])=[O:25])[CH2:20][CH2:19]4)[CH:17]=[C:12]3[CH2:11]2)[CH2:6][CH2:5]1. The catalyst class is: 43. (3) Reactant: Br[CH2:2][C:3]([C:5]1[CH:10]=[CH:9][C:8]([Br:11])=[CH:7][CH:6]=1)=O.[NH2:12][C:13]1[CH:18]=[CH:17][C:16]([O:19][CH3:20])=[CH:15][N:14]=1.O.C(=O)([O-])O.[Na+]. Product: [Br:11][C:8]1[CH:9]=[CH:10][C:5]([C:3]2[N:12]=[C:13]3[CH:18]=[CH:17][C:16]([O:19][CH3:20])=[CH:15][N:14]3[CH:2]=2)=[CH:6][CH:7]=1. The catalyst class is: 382. (4) Reactant: [F:1][C:2]1[CH:3]=[C:4]([CH:6]=[CH:7][C:8]=1[N:9]1[CH2:14][CH2:13][CH2:12][CH2:11][CH2:10]1)[NH2:5].C[Al](C)C.[NH:19](/[C:23](/[CH3:29])=[CH:24]\[C:25](OC)=[O:26])[C:20]([CH3:22])=O. Product: [F:1][C:2]1[CH:3]=[C:4]([N:5]2[C:25](=[O:26])[CH:24]=[C:23]([CH3:29])[N:19]=[C:20]2[CH3:22])[CH:6]=[CH:7][C:8]=1[N:9]1[CH2:14][CH2:13][CH2:12][CH2:11][CH2:10]1. The catalyst class is: 2. (5) Reactant: [OH-].[K+].[C:3]([C:6]1[N:11]=[C:10]([C:12]2[CH:17]=[CH:16][C:15]([C:18]3[CH:23]=[CH:22][C:21]([CH:24]([CH3:29])[C:25]([O:27]C)=[O:26])=[CH:20][C:19]=3[Cl:30])=[CH:14][CH:13]=2)[C:9]([CH3:31])=[N:8][C:7]=1[CH3:32])(=[O:5])[NH2:4].Cl. Product: [C:3]([C:6]1[N:11]=[C:10]([C:12]2[CH:13]=[CH:14][C:15]([C:18]3[CH:23]=[CH:22][C:21]([CH:24]([CH3:29])[C:25]([OH:27])=[O:26])=[CH:20][C:19]=3[Cl:30])=[CH:16][CH:17]=2)[C:9]([CH3:31])=[N:8][C:7]=1[CH3:32])(=[O:5])[NH2:4]. The catalyst class is: 107. (6) Reactant: [Br:1][C:2]1[CH:7]=[C:6]([O:8][C:9]2[CH:14]=[CH:13][CH:12]=[CH:11][CH:10]=2)[CH:5]=[CH:4][C:3]=1[CH:15]1[CH2:17][O:16]1.[NH:18]1[CH:22]=[CH:21][N:20]=[N:19]1.C(=O)([O-])[O-].[K+].[K+].Cl. Product: [Br:1][C:2]1[CH:7]=[C:6]([O:8][C:9]2[CH:14]=[CH:13][CH:12]=[CH:11][CH:10]=2)[CH:5]=[CH:4][C:3]=1[CH:15]([OH:16])[CH2:17][N:18]1[CH:22]=[CH:21][N:20]=[N:19]1. The catalyst class is: 3.